From a dataset of Catalyst prediction with 721,799 reactions and 888 catalyst types from USPTO. Predict which catalyst facilitates the given reaction. (1) Reactant: [O:1]1[CH2:6][CH2:5][CH:4]([NH2:7])[CH2:3][CH2:2]1.[CH2:8]([N:15]=[C:16]=[O:17])[C:9]1[CH:14]=[CH:13][CH:12]=[CH:11][CH:10]=1.[C:18](Cl)(=[O:23])[CH2:19][C:20](Cl)=[O:21]. Product: [C:9]1([CH2:8][N:15]2[C:20](=[O:21])[CH2:19][C:18](=[O:23])[N:7]([CH:4]3[CH2:5][CH2:6][O:1][CH2:2][CH2:3]3)[C:16]2=[O:17])[CH:14]=[CH:13][CH:12]=[CH:11][CH:10]=1. The catalyst class is: 22. (2) Reactant: [NH2:1][C:2]([CH3:20])([CH2:9][O:10][C:11]1[CH:16]=[CH:15][C:14]([O:17][CH2:18][CH3:19])=[CH:13][CH:12]=1)[C:3]([NH:5][CH2:6][C:7]#[CH:8])=[O:4].C1N2CCN(CC2)C1.[C:29]1([CH2:35][S:36](Cl)(=[O:38])=[O:37])[CH:34]=[CH:33][CH:32]=[CH:31][CH:30]=1. Product: [CH2:18]([O:17][C:14]1[CH:13]=[CH:12][C:11]([O:10][CH2:9][C:2]([CH3:20])([NH:1][S:36]([CH2:35][C:29]2[CH:34]=[CH:33][CH:32]=[CH:31][CH:30]=2)(=[O:38])=[O:37])[C:3]([NH:5][CH2:6][C:7]#[CH:8])=[O:4])=[CH:16][CH:15]=1)[CH3:19]. The catalyst class is: 7. (3) Reactant: [NH2:1][C:2]1[N:10]=[CH:9][CH:8]=[CH:7][C:3]=1[C:4]([OH:6])=O.ON1C2C=CC=CC=2N=N1.CCN=C=NCCCN(C)C.[Cl:32][C:33]1[CH:34]=[C:35]([CH:45]=[CH:46][C:47]=1[CH3:48])[S:36][C:37]1[CH:44]=[CH:43][C:40]([CH2:41][NH2:42])=[CH:39][CH:38]=1.C(=O)(O)[O-].[Na+]. Product: [Cl:32][C:33]1[CH:34]=[C:35]([CH:45]=[CH:46][C:47]=1[CH3:48])[S:36][C:37]1[CH:38]=[CH:39][C:40]([CH2:41][NH:42][C:4](=[O:6])[C:3]2[CH:7]=[CH:8][CH:9]=[N:10][C:2]=2[NH2:1])=[CH:43][CH:44]=1. The catalyst class is: 3. (4) Reactant: [I-].C[S+](C)(C)=O.[H-].[Na+].[CH:9]1([S:12]([C:15]2[CH:20]=[CH:19][C:18]([CH:21]([C:29]3[NH:33][C:32]([C:34]4[N:39]=[CH:38][C:37]([CH:40]=[O:41])=[CH:36][CH:35]=4)=[CH:31][CH:30]=3)[CH2:22][CH:23]3[CH2:28][CH2:27][O:26][CH2:25][CH2:24]3)=[CH:17][CH:16]=2)(=[O:14])=[O:13])[CH2:11][CH2:10]1.[CH3:42][O-:43].[Na+].[Cl-].[NH4+].[CH3:47]O. Product: [CH:9]1([S:12]([C:15]2[CH:16]=[CH:17][C:18]([CH:21]([C:29]3[NH:33][C:32]([C:34]4[N:39]=[CH:38][C:37]([CH:40]([O:41][CH3:47])[CH2:42][OH:43])=[CH:36][CH:35]=4)=[CH:31][CH:30]=3)[CH2:22][CH:23]3[CH2:24][CH2:25][O:26][CH2:27][CH2:28]3)=[CH:19][CH:20]=2)(=[O:14])=[O:13])[CH2:11][CH2:10]1. The catalyst class is: 58. (5) Reactant: Cl.CCOCC.C[O:8][C:9]1[CH:10]=[C:11]2[C:16](=[CH:17][CH:18]=1)[C:15]([O:19][C:20]1[CH:25]=[CH:24][C:23]([O:26][CH2:27][CH2:28][N:29]3[CH2:34][CH2:33][CH2:32][CH2:31][CH2:30]3)=[CH:22][CH:21]=1)=[C:14]([O:35][S:36]([C:39]([F:42])([F:41])[F:40])(=[O:38])=[O:37])[CH:13]=[CH:12]2.B(Br)(Br)Br. Product: [OH:8][C:9]1[CH:10]=[C:11]2[C:16](=[CH:17][CH:18]=1)[C:15]([O:19][C:20]1[CH:25]=[CH:24][C:23]([O:26][CH2:27][CH2:28][N:29]3[CH2:30][CH2:31][CH2:32][CH2:33][CH2:34]3)=[CH:22][CH:21]=1)=[C:14]([O:35][S:36]([C:39]([F:41])([F:42])[F:40])(=[O:38])=[O:37])[CH:13]=[CH:12]2. The catalyst class is: 4. (6) Reactant: [CH3:1][O:2][C:3]1[CH:15]=[CH:14][C:6]([CH2:7][NH:8][C:9]2[N:10]=[CH:11][S:12][CH:13]=2)=[CH:5][CH:4]=1.C[Si]([N-][Si](C)(C)C)(C)C.[Li+].F[C:27]1[C:36]2[C:31](=[C:32](F)[C:33](F)=[C:34]([S:38]([O-])(=[O:40])=[O:39])[C:35]=2F)[C:30]([Cl:44])=[N:29][C:28]=1C1C(F)=C(F)C(F)=C(F)C=1F. Product: [Cl:44][C:30]1[C:31]2[C:36](=[CH:35][C:34]([S:38]([N:8]([CH2:7][C:6]3[CH:5]=[CH:4][C:3]([O:2][CH3:1])=[CH:15][CH:14]=3)[C:9]3[N:10]=[CH:11][S:12][CH:13]=3)(=[O:40])=[O:39])=[CH:33][CH:32]=2)[CH:27]=[CH:28][N:29]=1. The catalyst class is: 1. (7) Reactant: [N:1]1[CH:6]=[CH:5][CH:4]=[C:3]([O:7][C:8]2[CH:15]=[CH:14][CH:13]=[CH:12][C:9]=2[C:10]#[N:11])[CH:2]=1. Product: [N:1]1[CH:6]=[CH:5][CH:4]=[C:3]([O:7][C:8]2[CH:15]=[CH:14][CH:13]=[CH:12][C:9]=2[CH2:10][NH2:11])[CH:2]=1. The catalyst class is: 834.